This data is from Forward reaction prediction with 1.9M reactions from USPTO patents (1976-2016). The task is: Predict the product of the given reaction. (1) Given the reactants Cl.[NH2:2][CH:3]([CH2:16][C:17]1[CH:22]=[CH:21][C:20]([O:23][CH2:24][CH3:25])=[C:19]([O:26][CH2:27][CH3:28])[CH:18]=1)[CH2:4][N:5]1[C:13](=[O:14])[C:12]2[C:7](=[CH:8][CH:9]=[CH:10][CH:11]=2)[C:6]1=[O:15].[CH:29](OCC)=[O:30].C(N(CC)CC)C.C(O)=O, predict the reaction product. The product is: [CH2:27]([O:26][C:19]1[CH:18]=[C:17]([CH2:16][CH:3]([NH:2][CH:29]=[O:30])[CH2:4][N:5]2[C:6](=[O:15])[C:7]3[C:12](=[CH:11][CH:10]=[CH:9][CH:8]=3)[C:13]2=[O:14])[CH:22]=[CH:21][C:20]=1[O:23][CH2:24][CH3:25])[CH3:28]. (2) The product is: [C:12]12([C:22]([O:24][CH2:1][CH2:2][NH:9][S:6]([C:5]([F:11])([F:10])[F:4])(=[O:8])=[O:7])=[O:23])[CH2:21][CH:16]3[CH2:17][CH:18]([CH2:20][CH:14]([CH2:15]3)[CH2:13]1)[CH2:19]2. Given the reactants [CH2:1](O)[CH3:2].[F:4][C:5]([F:11])([F:10])[S:6]([NH2:9])(=[O:8])=[O:7].[C:12]12([C:22]([OH:24])=[O:23])[CH2:21][CH:16]3[CH2:17][CH:18]([CH2:20][CH:14]([CH2:15]3)[CH2:13]1)[CH2:19]2.C1(C)C=CC(S(O)(=O)=O)=CC=1.C1(C)C=CC=CC=1, predict the reaction product. (3) The product is: [F:28][C:25]1[CH:26]=[CH:27][C:22]([C:15]2[C:16]3[C:17](=[O:21])[O:18][CH2:19][C:20]=3[C:8]([OH:7])=[C:9]3[C:14]=2[CH:13]=[C:12]([O:29][CH3:30])[C:11]([O:31][CH3:32])=[CH:10]3)=[CH:23][CH:24]=1. Given the reactants C(=O)([O:7][C:8]1[C:20]2[CH2:19][O:18][C:17](=[O:21])[C:16]=2[C:15]([C:22]2[CH:27]=[CH:26][C:25]([F:28])=[CH:24][CH:23]=2)=[C:14]2[C:9]=1[CH:10]=[C:11]([O:31][CH3:32])[C:12]([O:29][CH3:30])=[CH:13]2)OC(C)(C)C.N1CCCCC1.Cl, predict the reaction product. (4) Given the reactants [Cl:1][C:2]1[CH:3]=[C:4]([C:11]([O:13][CH3:14])=[O:12])[C:5]2[CH:6]=[N:7][NH:8][C:9]=2[CH:10]=1.[H-].[Na+].I[CH:18]([CH3:20])[CH3:19].C(=O)([O-])[O-].[Na+].[Na+].CI, predict the reaction product. The product is: [Cl:1][C:2]1[CH:3]=[C:4]([C:11]([O:13][CH3:14])=[O:12])[C:5]2[CH:6]=[N:7][N:8]([CH:18]([CH3:20])[CH3:19])[C:9]=2[CH:10]=1. (5) The product is: [NH2:33][C:34]([C:36]1([N:47]([CH2:28][C:25]2[CH:26]=[C:27]3[C:22](=[CH:23][C:24]=2[O:30][CH3:31])[N:21]=[CH:20][N:19]=[C:18]3[NH:17][C:13]2[CH:14]=[CH:15][CH:16]=[C:11]([Cl:10])[C:12]=2[F:32])[CH3:48])[CH2:39][N:38]([C:40]([O:42][C:43]([CH3:44])([CH3:45])[CH3:46])=[O:41])[CH2:37]1)=[O:35]. Given the reactants C(N(CC)C(C)C)(C)C.[Cl:10][C:11]1[C:12]([F:32])=[C:13]([NH:17][C:18]2[C:27]3[C:22](=[CH:23][C:24]([O:30][CH3:31])=[C:25]([CH2:28]Cl)[CH:26]=3)[N:21]=[CH:20][N:19]=2)[CH:14]=[CH:15][CH:16]=1.[NH2:33][C:34]([C:36]1([NH:47][CH3:48])[CH2:39][N:38]([C:40]([O:42][C:43]([CH3:46])([CH3:45])[CH3:44])=[O:41])[CH2:37]1)=[O:35].O, predict the reaction product.